Dataset: Catalyst prediction with 721,799 reactions and 888 catalyst types from USPTO. Task: Predict which catalyst facilitates the given reaction. (1) Reactant: C(OC([N:8]1[CH2:14][C@@H:13]([CH3:15])[C:12]2[CH:16]=[C:17]([C:20]([OH:22])=O)[CH:18]=[CH:19][C:11]=2[CH2:10][CH2:9]1)=O)(C)(C)C.C(N(C(C)C)CC)(C)C.[CH2:32]([NH2:39])[C:33]1[CH:38]=[CH:37][CH:36]=[CH:35][CH:34]=1.[ClH:40]. Product: [ClH:40].[CH2:32]([NH:39][C:20]([C:17]1[CH:18]=[CH:19][C:11]2[CH2:10][CH2:9][NH:8][CH2:14][C@@H:13]([CH3:15])[C:12]=2[CH:16]=1)=[O:22])[C:33]1[CH:38]=[CH:37][CH:36]=[CH:35][CH:34]=1. The catalyst class is: 158. (2) Reactant: [NH2:1][C:2]1[CH:3]=[C:4]([CH2:8][C:9]([OH:11])=[O:10])[CH:5]=[CH:6][CH:7]=1.[Cl:12][Si](C)(C)[CH3:14]. The catalyst class is: 5. Product: [ClH:12].[NH2:1][C:2]1[CH:3]=[C:4]([CH2:8][C:9]([O:11][CH3:14])=[O:10])[CH:5]=[CH:6][CH:7]=1. (3) Reactant: Cl[C:2]1[CH:3]=[CH:4][C:5]2[N:6]([C:8]([CH:11]([C:13]3[C:14]([F:24])=[C:15]4[C:20](=[CH:21][C:22]=3[F:23])[N:19]=[CH:18][CH:17]=[CH:16]4)[CH3:12])=[CH:9][N:10]=2)[N:7]=1.[F-].[K+].[CH3:27][CH:28]1[NH:33][C:32](=[O:34])[CH2:31][NH:30][CH2:29]1. Product: [F:24][C:14]1[C:13]([CH:11]([C:8]2[N:6]3[N:7]=[C:2]([N:30]4[CH2:29][CH:28]([CH3:27])[NH:33][C:32](=[O:34])[CH2:31]4)[CH:3]=[CH:4][C:5]3=[N:10][CH:9]=2)[CH3:12])=[C:22]([F:23])[CH:21]=[C:20]2[C:15]=1[CH:16]=[CH:17][CH:18]=[N:19]2. The catalyst class is: 37. (4) Reactant: C([Si](C)(C)[O:6][C:7]1[C:12]([CH3:13])=[CH:11][C:10]([C:14]2([C:24]3[CH:29]=[C:28]([CH3:30])[C:27]([O:31][Si](C(C)(C)C)(C)C)=[C:26]([CH3:39])[CH:25]=3)[C:22]3[C:17](=[CH:18][CH:19]=[CH:20][CH:21]=3)[NH:16][C:15]2=[O:23])=[CH:9][C:8]=1[CH3:40])(C)(C)C.C1COCC1.[H-].[Na+].[C:50]1([S:56](Cl)(=[O:58])=[O:57])[CH:55]=[CH:54][CH:53]=[CH:52][CH:51]=1. Product: [C:50]1([S:56]([N:16]2[C:17]3[C:22](=[CH:21][CH:20]=[CH:19][CH:18]=3)[C:14]([C:10]3[CH:11]=[C:12]([CH3:13])[C:7]([OH:6])=[C:8]([CH3:40])[CH:9]=3)([C:24]3[CH:29]=[C:28]([CH3:30])[C:27]([OH:31])=[C:26]([CH3:39])[CH:25]=3)[C:15]2=[O:23])(=[O:58])=[O:57])[CH:55]=[CH:54][CH:53]=[CH:52][CH:51]=1. The catalyst class is: 175. (5) Reactant: [CH3:1][O:2][C:3]1[CH:4]=[C:5]([C:11]2[CH:18]=[CH:17][C:14]([C:15]#[N:16])=[C:13](F)[CH:12]=2)[CH:6]=[CH:7][C:8]=1[O:9][CH3:10].[OH:20][CH:21]1[CH2:26][CH2:25][CH:24]([NH2:27])[CH2:23][CH2:22]1.C(N(CC)C(C)C)(C)C. Product: [CH3:1][O:2][C:3]1[CH:4]=[C:5]([C:11]2[CH:18]=[CH:17][C:14]([C:15]#[N:16])=[C:13]([NH:27][CH:24]3[CH2:25][CH2:26][CH:21]([OH:20])[CH2:22][CH2:23]3)[CH:12]=2)[CH:6]=[CH:7][C:8]=1[O:9][CH3:10]. The catalyst class is: 16. (6) Reactant: Cl.[NH2:2][CH2:3][CH2:4][N:5]([CH3:20])[C:6]1[N:11]=[C:10]([NH:12][C:13](=[O:19])[O:14][C:15]([CH3:18])([CH3:17])[CH3:16])[CH:9]=[CH:8][CH:7]=1.[C:21](O)(=[O:24])[CH:22]=[CH2:23].CN(C(ON1N=NC2C=CC=NC1=2)=[N+](C)C)C.F[P-](F)(F)(F)(F)F.CCN(C(C)C)C(C)C. Product: [C:21]([NH:2][CH2:3][CH2:4][N:5]([CH3:20])[C:6]1[N:11]=[C:10]([NH:12][C:13](=[O:19])[O:14][C:15]([CH3:16])([CH3:17])[CH3:18])[CH:9]=[CH:8][CH:7]=1)(=[O:24])[CH:22]=[CH2:23]. The catalyst class is: 2. (7) Reactant: [C:1](Cl)(=[O:3])[CH3:2].C(OCC)(=O)C.[CH3:11][O:12][CH:13]([O:16][CH3:17])[CH2:14][NH2:15].C(N(CC)CC)C. Product: [CH3:11][O:12][CH:13]([O:16][CH3:17])[CH2:14][NH:15][C:1](=[O:3])[CH3:2]. The catalyst class is: 8. (8) Reactant: [C:1]([C:3]1[CH:4]=[CH:5][C:6]([CH3:41])=[C:7]([N:9]([CH2:27][C:28]([N:30]([N:32]2[CH2:40][C:39]3[C:34](=[CH:35][CH:36]=[CH:37][CH:38]=3)[CH2:33]2)[CH3:31])=[O:29])[CH2:10][C:11]([NH:13][CH2:14][CH2:15][N:16](C(OC(C)(C)C)=O)[CH:17]([CH3:19])[CH3:18])=[O:12])[CH:8]=1)#[N:2].[ClH:42].O1CCOCC1.C(OCC)C. The catalyst class is: 4. Product: [ClH:42].[ClH:42].[C:1]([C:3]1[CH:4]=[CH:5][C:6]([CH3:41])=[C:7]([N:9]([CH2:27][C:28]([N:30]([N:32]2[CH2:33][C:34]3[C:39](=[CH:38][CH:37]=[CH:36][CH:35]=3)[CH2:40]2)[CH3:31])=[O:29])[CH2:10][C:11]([NH:13][CH2:14][CH2:15][NH:16][CH:17]([CH3:18])[CH3:19])=[O:12])[CH:8]=1)#[N:2].